From a dataset of Forward reaction prediction with 1.9M reactions from USPTO patents (1976-2016). Predict the product of the given reaction. (1) Given the reactants [Br:1]N1C(=O)CCC1=O.[C:9]([O:13][CH:14]([C:20]1[C:24]([C:25]2[CH:26]=[CH:27][C:28]3[O:33][CH2:32][CH2:31][CH2:30][C:29]=3[CH:34]=2)=[CH:23][S:22][C:21]=1[CH3:35])[C:15]([O:17][CH2:18][CH3:19])=[O:16])([CH3:12])([CH3:11])[CH3:10].O, predict the reaction product. The product is: [Br:1][C:23]1[S:22][C:21]([CH3:35])=[C:20]([CH:14]([O:13][C:9]([CH3:12])([CH3:10])[CH3:11])[C:15]([O:17][CH2:18][CH3:19])=[O:16])[C:24]=1[C:25]1[CH:26]=[CH:27][C:28]2[O:33][CH2:32][CH2:31][CH2:30][C:29]=2[CH:34]=1. (2) Given the reactants [NH:1]1[C:11]2[C:6](=[CH:7][CH:8]=[CH:9][CH:10]=2)[C:4](=O)[C:2]1=[O:3].[OH-:12].[K+].[C:14]1(=O)[CH2:19][CH2:18][CH2:17][CH2:16][CH2:15]1.[CH2:21](O)[CH3:22], predict the reaction product. The product is: [CH:14]1([C:21]2[CH:22]=[C:4]([C:2]([OH:12])=[O:3])[C:6]3[C:11](=[CH:10][CH:9]=[CH:8][CH:7]=3)[N:1]=2)[CH2:19][CH2:18][CH2:17][CH2:16][CH2:15]1. (3) The product is: [CH3:26][C:27]1[CH:32]=[C:31]([CH3:33])[CH:30]=[C:29]([CH3:34])[C:28]=1[S:35]([O:1][C:2]1[CH:18]=[CH:17][C:5]2[NH:6][C:7]([NH:9][C:10](=[O:11])[NH:12][CH2:13][CH2:14][O:15][CH3:16])=[N:8][C:4]=2[CH:3]=1)(=[O:36])=[O:37]. Given the reactants [OH:1][C:2]1[CH:18]=[CH:17][C:5]2[NH:6][C:7]([NH:9][C:10]([NH:12][CH2:13][CH2:14][O:15][CH3:16])=[O:11])=[N:8][C:4]=2[CH:3]=1.C(N(CC)CC)C.[CH3:26][C:27]1[CH:32]=[C:31]([CH3:33])[CH:30]=[C:29]([CH3:34])[C:28]=1[S:35](Cl)(=[O:37])=[O:36], predict the reaction product. (4) Given the reactants C([O:5][C:6](=[O:25])[C:7]1[CH:12]=[C:11]([N:13]([S:20]([CH3:23])(=[O:22])=[O:21])[C:14]2[CH:19]=[CH:18][CH:17]=[CH:16][CH:15]=2)[CH:10]=[C:9]([Br:24])[CH:8]=1)(C)(C)C, predict the reaction product. The product is: [Br:24][C:9]1[CH:8]=[C:7]([CH:12]=[C:11]([N:13]([S:20]([CH3:23])(=[O:22])=[O:21])[C:14]2[CH:19]=[CH:18][CH:17]=[CH:16][CH:15]=2)[CH:10]=1)[C:6]([OH:25])=[O:5]. (5) Given the reactants Cl[C:2]1[C:7]([CH:8]=[O:9])=[C:6]([N:10]2[CH2:22][CH2:21][N:13]3[C:14]4[CH2:15][CH2:16][CH2:17][CH2:18][C:19]=4[CH:20]=[C:12]3[C:11]2=[O:23])[N:5]=[CH:4][CH:3]=1.[CH3:24][N:25]1[CH:30]=[C:29](B2OC(C)(C)C(C)(C)O2)[CH:28]=[C:27]([NH:40][C:41]2[CH:46]=[CH:45][C:44]([N:47]3[CH2:52][CH2:51][N:50]([CH:53]4[CH2:56][O:55][CH2:54]4)[CH2:49][CH2:48]3)=[CH:43][N:42]=2)[C:26]1=[O:57].[O-]P([O-])([O-])=O.[K+].[K+].[K+], predict the reaction product. The product is: [CH3:24][N:25]1[C:26](=[O:57])[C:27]([NH:40][C:41]2[CH:46]=[CH:45][C:44]([N:47]3[CH2:52][CH2:51][N:50]([CH:53]4[CH2:54][O:55][CH2:56]4)[CH2:49][CH2:48]3)=[CH:43][N:42]=2)=[CH:28][C:29]([C:2]2[C:7]([CH:8]=[O:9])=[C:6]([N:10]3[CH:22]=[CH:21][N:13]4[C:14]5[CH2:15][CH2:16][CH2:17][CH2:18][C:19]=5[CH:20]=[C:12]4[C:11]3=[O:23])[N:5]=[CH:4][CH:3]=2)=[CH:30]1. (6) Given the reactants [CH:1]([O:4][CH:5]([CH2:17][C:18]1[CH:23]=[CH:22][CH:21]=[CH:20][CH:19]=1)[CH2:6][NH:7][C:8]1[C:9]([NH2:16])=[CH:10][C:11]([CH3:15])=[C:12]([CH3:14])[CH:13]=1)([CH3:3])[CH3:2].[NH:24]1[C:32](=[O:33])[C:30](=O)[C:28](=O)[NH:27][C:25]1=[O:26].B(O)(O)O, predict the reaction product. The product is: [CH:1]([O:4][CH:5]([CH2:17][C:18]1[CH:19]=[CH:20][CH:21]=[CH:22][CH:23]=1)[CH2:6][N:7]1[C:28]2[C:30]([C:32](=[O:33])[NH:24][C:25](=[O:26])[N:27]=2)=[N:16][C:9]2[CH:10]=[C:11]([CH3:15])[C:12]([CH3:14])=[CH:13][C:8]1=2)([CH3:3])[CH3:2]. (7) Given the reactants [S:1]1[C:5]2[NH:6][C:7]([C:9]([O:11][CH3:12])=[O:10])=[CH:8][C:4]=2[CH:3]=[CH:2]1.Br[CH2:14][C:15]1[C:24]2[C:19](=[CH:20][CH:21]=[C:22]([F:25])[CH:23]=2)[CH:18]=[CH:17][CH:16]=1, predict the reaction product. The product is: [CH3:12][O:11][C:9]([C:7]1[N:6]([CH2:14][C:15]2[C:24]3[C:19](=[CH:20][CH:21]=[C:22]([F:25])[CH:23]=3)[CH:18]=[CH:17][CH:16]=2)[C:5]2[S:1][CH:2]=[CH:3][C:4]=2[CH:8]=1)=[O:10]. (8) Given the reactants [H-].[Na+].[OH:3][CH2:4][CH:5]([C:18]1[S:22][C:21]([NH:23][C:24]([NH:26][C:27]2[CH:32]=[CH:31][CH:30]=[C:29]([C:33]([F:36])([F:35])[F:34])[CH:28]=2)=[O:25])=[N:20][CH:19]=1)[CH2:6][O:7][Si:8]([CH:15]([CH3:17])[CH3:16])([CH:12]([CH3:14])[CH3:13])[CH:9]([CH3:11])[CH3:10].Cl[C:38]1[C:39]2[S:46][CH:45]=[CH:44][C:40]=2[N:41]=[CH:42][N:43]=1, predict the reaction product. The product is: [N:41]1[C:40]2[CH:44]=[CH:45][S:46][C:39]=2[C:38]([O:3][CH2:4][CH:5]([C:18]2[S:22][C:21]([NH:23][C:24]([NH:26][C:27]3[CH:32]=[CH:31][CH:30]=[C:29]([C:33]([F:34])([F:35])[F:36])[CH:28]=3)=[O:25])=[N:20][CH:19]=2)[CH2:6][O:7][Si:8]([CH:15]([CH3:16])[CH3:17])([CH:12]([CH3:13])[CH3:14])[CH:9]([CH3:11])[CH3:10])=[N:43][CH:42]=1. (9) Given the reactants [C:1]([O:5][C:6]([N:8]1[CH2:12][CH2:11][CH:10]([NH:13][CH2:14][CH2:15][C:16]([O:18][CH3:19])=[O:17])[CH2:9]1)=[O:7])([CH3:4])([CH3:3])[CH3:2].[Cl:20][C:21]1[CH:28]=[CH:27][C:24]([CH:25]=O)=[CH:23][CH:22]=1.C(O[BH-](OC(=O)C)OC(=O)C)(=O)C.[Na+].C(O)(=O)C, predict the reaction product. The product is: [C:1]([O:5][C:6]([N:8]1[CH2:12][CH2:11][CH:10]([N:13]([CH2:25][C:24]2[CH:27]=[CH:28][C:21]([Cl:20])=[CH:22][CH:23]=2)[CH2:14][CH2:15][C:16]([O:18][CH3:19])=[O:17])[CH2:9]1)=[O:7])([CH3:4])([CH3:3])[CH3:2].